Dataset: Reaction yield outcomes from USPTO patents with 853,638 reactions. Task: Predict the reaction yield, written as a fraction of the theoretical maximum amount of product (1.0 means a 100% yield; for example, 0.34 means a 34% yield). The reactants are [Br:1][C:2]1[CH:7]=[CH:6][C:5]([NH:8][C:9]2[C:10]([C:19]([NH:21][NH2:22])=[O:20])=[CH:11][C:12]3[NH:16][CH:15]=[N:14][C:13]=3[C:17]=2[F:18])=[C:4]([CH3:23])[CH:3]=1.[N:24]#[C:25]Br.C([O-])(O)=O.[Na+]. The catalyst is O1CCOCC1.C(Cl)Cl.O.[Cl-].[Na+].O. The product is [NH2:24][C:25]1[O:20][C:19]([C:10]2[C:9]([NH:8][C:5]3[CH:6]=[CH:7][C:2]([Br:1])=[CH:3][C:4]=3[CH3:23])=[C:17]([F:18])[C:13]3[N:14]=[CH:15][NH:16][C:12]=3[CH:11]=2)=[N:21][N:22]=1. The yield is 0.550.